Dataset: Reaction yield outcomes from USPTO patents with 853,638 reactions. Task: Predict the reaction yield, written as a fraction of the theoretical maximum amount of product (1.0 means a 100% yield; for example, 0.34 means a 34% yield). (1) The reactants are CCCC[N+](CCCC)(CCCC)CCCC.[F-].[Si]([O:26][CH2:27][CH:28]([C:36]1([NH:39][C:40](=[O:46])[O:41][C:42]([CH3:45])([CH3:44])[CH3:43])[CH2:38][CH2:37]1)[C:29]1[CH:34]=[CH:33][C:32]([Cl:35])=[CH:31][CH:30]=1)(C(C)(C)C)(C)C.[NH4+].[Cl-]. The catalyst is C1COCC1. The product is [Cl:35][C:32]1[CH:33]=[CH:34][C:29]([CH:28]([C:36]2([NH:39][C:40](=[O:46])[O:41][C:42]([CH3:44])([CH3:43])[CH3:45])[CH2:37][CH2:38]2)[CH2:27][OH:26])=[CH:30][CH:31]=1. The yield is 0.790. (2) The reactants are [F:1][C:2]([F:17])([F:16])[C:3]1[C:11]2[CH2:10][CH2:9][CH2:8][CH2:7][C:6]=2[N:5]([CH2:12][C:13]([OH:15])=O)[N:4]=1.C[N:19](C=O)C.O[N:24]=[C:25]([C:27]1C=NN2C(C(F)(F)F)=C[C:33]([C:40](F)(F)F)=[N:32][C:31]=12)[NH2:26].Cl.C(N=C=NCCCN(C)C)C.O.ON1C2C=CC=CC=2N=N1. The catalyst is C(OCC)(=O)C. The product is [N:19]1[CH:40]=[CH:33][N:32]=[CH:31][C:27]=1[C:25]1[N:24]=[C:13]([CH2:12][N:5]2[C:6]3[CH2:7][CH2:8][CH2:9][CH2:10][C:11]=3[C:3]([C:2]([F:1])([F:17])[F:16])=[N:4]2)[O:15][N:26]=1. The yield is 0.580. (3) The reactants are C[Si](C)(C)CCOCN1C=C([C:12]2[CH:17]=[C:16]([OH:18])[CH:15]=[CH:14][N:13]=2)C=N1.[O:21](S(C(F)(F)F)(=O)=O)[S:22]([C:25]([F:28])([F:27])[F:26])(=O)=[O:23]. The catalyst is C(Cl)Cl. The product is [F:26][C:25]([F:28])([F:27])[S:22]([O:18][C:16]1[CH:15]=[CH:14][N:13]=[CH:12][CH:17]=1)(=[O:23])=[O:21]. The yield is 0.580. (4) The reactants are [Br:1][C:2]1[CH:3]=[C:4]2[C:9](=[CH:10][CH:11]=1)[C:8](=[O:12])[NH:7][C:6](=[O:13])[C:5]2=[CH:14]OC.CN(C)C=O.[NH2:22][CH2:23][CH2:24][CH2:25][N:26]1[CH2:30][CH2:29][CH2:28][C:27]1=[O:31]. The catalyst is CCOCC. The product is [Br:1][C:2]1[CH:3]=[C:4]2[C:9](=[CH:10][CH:11]=1)[C:8](=[O:12])[NH:7][C:6](=[O:13])/[C:5]/2=[CH:14]\[NH:22][CH2:23][CH2:24][CH2:25][N:26]1[CH2:30][CH2:29][CH2:28][C:27]1=[O:31]. The yield is 0.650. (5) The reactants are [Br:1]N1C(=O)CCC1=O.C1(P(C2C=CC=CC=2)C2C=CC=CC=2)C=CC=CC=1.N1C=CC=CC=1.[CH:34]1([O:39][C:40](=[O:53])[C@@H:41]([NH:45][C:46]([O:48][C:49]([CH3:52])([CH3:51])[CH3:50])=[O:47])[CH2:42][CH2:43]O)[CH2:38][CH2:37][CH2:36][CH2:35]1. The catalyst is C(Cl)Cl. The product is [CH:34]1([O:39][C:40](=[O:53])[C@@H:41]([NH:45][C:46]([O:48][C:49]([CH3:52])([CH3:51])[CH3:50])=[O:47])[CH2:42][CH2:43][Br:1])[CH2:38][CH2:37][CH2:36][CH2:35]1. The yield is 0.840. (6) The yield is 0.230. The product is [Cl:1][C:2]1[C:3]2[C:10]([C:12]([F:14])([F:13])[F:11])=[CH:9][NH:8][C:4]=2[N:5]=[CH:6][N:7]=1. The catalyst is O.C(Cl)Cl. The reactants are [Cl:1][C:2]1[C:3]2[CH:10]=[CH:9][NH:8][C:4]=2[N:5]=[CH:6][N:7]=1.[F:11][C:12](S([O-])=O)([F:14])[F:13].[Na+].C(OO)(C)(C)C.C([O-])(O)=O.[Na+]. (7) The reactants are [C:12]([O:11][C:9](O[C:9]([O:11][C:12]([CH3:15])([CH3:14])[CH3:13])=[O:10])=[O:10])([CH3:15])([CH3:14])[CH3:13].[NH2:16][C@H:17]1[C:25]2[C:20](=[CH:21][CH:22]=[CH:23][CH:24]=2)[CH2:19][C@H:18]1[OH:26].C(N(CC)CC)C. The catalyst is C(Cl)Cl. The product is [OH:26][C@@H:18]1[CH2:19][C:20]2[C:25](=[CH:24][CH:23]=[CH:22][CH:21]=2)[C@@H:17]1[NH:16][C:9](=[O:10])[O:11][C:12]([CH3:13])([CH3:14])[CH3:15]. The yield is 1.00.